From a dataset of Full USPTO retrosynthesis dataset with 1.9M reactions from patents (1976-2016). Predict the reactants needed to synthesize the given product. Given the product [CH2:1]([O:8][C:9]1[CH:18]=[C:17]([O:19][CH2:20][C:21]2[CH:26]=[CH:25][CH:24]=[CH:23][CH:22]=2)[C:16]([Br:27])=[CH:15][C:10]=1[C:11]([OH:13])=[O:12])[C:2]1[CH:3]=[CH:4][CH:5]=[CH:6][CH:7]=1, predict the reactants needed to synthesize it. The reactants are: [CH2:1]([O:8][C:9]1[CH:18]=[C:17]([O:19][CH2:20][C:21]2[CH:26]=[CH:25][CH:24]=[CH:23][CH:22]=2)[C:16]([Br:27])=[CH:15][C:10]=1[C:11]([O:13]C)=[O:12])[C:2]1[CH:7]=[CH:6][CH:5]=[CH:4][CH:3]=1.[OH-].[Na+].Cl.